This data is from Reaction yield outcomes from USPTO patents with 853,638 reactions. The task is: Predict the reaction yield, written as a fraction of the theoretical maximum amount of product (1.0 means a 100% yield; for example, 0.34 means a 34% yield). (1) The yield is 0.380. The product is [Cl:19][C:20]1[CH:26]=[CH:25][C:24]([O:27][CH3:28])=[CH:23][C:21]=1[NH:22][C:2]1[CH:7]=[C:6]([C:8]([F:11])([F:10])[F:9])[N:5]=[C:4]([C:12]2[CH:17]=[CH:16][CH:15]=[CH:14][CH:13]=2)[N:3]=1. The catalyst is O.C(O)C. The reactants are Cl[C:2]1[CH:7]=[C:6]([C:8]([F:11])([F:10])[F:9])[N:5]=[C:4]([C:12]2[CH:17]=[CH:16][CH:15]=[CH:14][CH:13]=2)[N:3]=1.Cl.[Cl:19][C:20]1[CH:26]=[CH:25][C:24]([O:27][CH3:28])=[CH:23][C:21]=1[NH2:22].[OH-].[Na+]. (2) The reactants are [CH2:1]([O:8][CH2:9][N:10]1[C:14]2[CH:15]=[N:16][N:17](COCC[Si](C)(C)C)[C:18](=[O:19])[C:13]=2[C:12]([CH:28]([C:30]2[CH:35]=[CH:34][C:33]([F:36])=[CH:32][CH:31]=2)O)=[CH:11]1)[C:2]1[CH:7]=[CH:6][CH:5]=[CH:4][CH:3]=1.C(OCN1C2C=NNC(=O)C=2C(C(O)(C)C)=C1)C1C=CC=CC=1. No catalyst specified. The product is [CH2:1]([O:8][CH2:9][N:10]1[C:14]2[CH:15]=[N:16][NH:17][C:18](=[O:19])[C:13]=2[C:12]([CH2:28][C:30]2[CH:35]=[CH:34][C:33]([F:36])=[CH:32][CH:31]=2)=[CH:11]1)[C:2]1[CH:7]=[CH:6][CH:5]=[CH:4][CH:3]=1. The yield is 0.890. (3) The reactants are [CH3:1][O:2][C:3]1[CH:8]=[C:7]([N:9]2[CH2:16][CH:15]3[CH:11]([CH2:12][N:13]([CH3:17])[CH2:14]3)[CH2:10]2)[CH:6]=[CH:5][C:4]=1[C:18]1[CH:23]=[CH:22][CH:21]=[CH:20][CH:19]=1.[C:24]1([CH3:34])[CH:29]=[CH:28][C:27]([S:30]([OH:33])(=[O:32])=[O:31])=[CH:26][CH:25]=1.C(OCC)C. The catalyst is CCO.CCOC(C)=O. The product is [C:24]1([CH3:34])[CH:25]=[CH:26][C:27]([S:30]([OH:33])(=[O:31])=[O:32])=[CH:28][CH:29]=1.[CH3:1][O:2][C:3]1[CH:8]=[C:7]([N:9]2[CH2:10][CH:11]3[CH:15]([CH2:14][N:13]([CH3:17])[CH2:12]3)[CH2:16]2)[CH:6]=[CH:5][C:4]=1[C:18]1[CH:23]=[CH:22][CH:21]=[CH:20][CH:19]=1. The yield is 0.190. (4) The reactants are [NH:1]1[C:10]2[C:5](=[CH:6][CH:7]=[CH:8][CH:9]=2)[CH2:4][CH2:3][CH2:2]1.[N+:11]([O-])([O-:13])=[O:12].[K+].C([O-])(O)=O.[Na+]. The catalyst is OS(O)(=O)=O. The product is [N+:11]([C:8]1[CH:9]=[C:10]2[C:5]([CH2:4][CH2:3][CH2:2][NH:1]2)=[CH:6][CH:7]=1)([O-:13])=[O:12]. The yield is 0.250. (5) The reactants are [C:1]([O:5][C:6]([NH:8][C@@H:9]([CH2:13][C:14]1[CH:23]=[CH:22][C:21]2[C:16](=[CH:17][CH:18]=[CH:19][CH:20]=2)[CH:15]=1)[C:10]([OH:12])=O)=[O:7])([CH3:4])([CH3:3])[CH3:2].CNC[C:27]1[CH:32]=CC=[CH:29][CH:28]=1.C1C=CC2N(O)N=NC=2C=1.[CH2:43](Cl)[CH2:44]Cl.[CH3:47][N:48]1CCOC[CH2:49]1. No catalyst specified. The product is [C:1]([O:5][C:6](=[O:7])[NH:8][CH:9]([C:10](=[O:12])[N:48]([CH2:49][C:44]1[CH:43]=[CH:29][CH:28]=[CH:27][CH:32]=1)[CH3:47])[CH2:13][C:14]1[CH:23]=[CH:22][C:17]2[C:16](=[CH:21][CH:20]=[CH:19][CH:18]=2)[CH:15]=1)([CH3:2])([CH3:4])[CH3:3]. The yield is 0.920. (6) The reactants are C[O-].[Na+].[F:4][C:5]1[CH:10]=[C:9]([I:11])[CH:8]=[CH:7][C:6]=1[NH:12][C:13]1[C:18]([N+:19]([O-:21])=[O:20])=[C:17](F)[CH:16]=[C:15]([F:23])[C:14]=1[F:24].[C:25](OCC)(=[O:27])C. The catalyst is C1COCC1.CCCCCC. The product is [F:24][C:14]1[C:15]([F:23])=[CH:16][C:17]([O:27][CH3:25])=[C:18]([N+:19]([O-:21])=[O:20])[C:13]=1[NH:12][C:6]1[CH:7]=[CH:8][C:9]([I:11])=[CH:10][C:5]=1[F:4]. The yield is 0.706. (7) The reactants are [OH:1][C:2]1[CH:10]=[CH:9][C:8]([C:11]2[N:12]([C:27]([O:29][C:30]([CH3:33])([CH3:32])[CH3:31])=[O:28])[C:13]3[C:18]([CH:19]=2)=[CH:17][C:16]([CH2:20][N:21]2[CH2:26][CH2:25][CH2:24][CH2:23][CH2:22]2)=[CH:15][CH:14]=3)=[C:7]2[C:3]=1[CH2:4][NH:5][C:6]2=[O:34].C(N(CC)CC)C.[Cl:42][C:43]1[C:48]([Cl:49])=[CH:47][CH:46]=[CH:45][C:44]=1[S:50](Cl)(=[O:52])=[O:51]. The catalyst is C(#N)C. The product is [Cl:42][C:43]1[C:48]([Cl:49])=[CH:47][CH:46]=[CH:45][C:44]=1[S:50]([O:1][C:2]1[CH:10]=[CH:9][C:8]([C:11]2[N:12]([C:27]([O:29][C:30]([CH3:31])([CH3:33])[CH3:32])=[O:28])[C:13]3[C:18]([CH:19]=2)=[CH:17][C:16]([CH2:20][N:21]2[CH2:26][CH2:25][CH2:24][CH2:23][CH2:22]2)=[CH:15][CH:14]=3)=[C:7]2[C:3]=1[CH2:4][NH:5][C:6]2=[O:34])(=[O:52])=[O:51]. The yield is 0.370.